Dataset: Reaction yield outcomes from USPTO patents with 853,638 reactions. Task: Predict the reaction yield, written as a fraction of the theoretical maximum amount of product (1.0 means a 100% yield; for example, 0.34 means a 34% yield). (1) The reactants are [CH2:1]([C@@H:8]1[CH2:12][O:11][C:10](=[O:13])[N:9]1[C:14](=[O:33])[C@H:15]([CH3:32])[C@H:16]([C@H:18]1[CH2:22][O:21][C:20]([CH3:24])([CH3:23])[N:19]1[C:25]([O:27][C:28]([CH3:31])([CH3:30])[CH3:29])=[O:26])[OH:17])[C:2]1[CH:7]=[CH:6][CH:5]=[CH:4][CH:3]=1.N1C(C)=CC=CC=1C.FC(F)(F)S(O[Si:48]([C:51]([CH3:54])([CH3:53])[CH3:52])([CH3:50])[CH3:49])(=O)=O. The catalyst is C(Cl)Cl.CCOC(C)=O. The product is [CH2:1]([C@@H:8]1[CH2:12][O:11][C:10](=[O:13])[N:9]1[C:14](=[O:33])[C@H:15]([CH3:32])[C@H:16]([C@H:18]1[CH2:22][O:21][C:20]([CH3:24])([CH3:23])[N:19]1[C:25]([O:27][C:28]([CH3:31])([CH3:30])[CH3:29])=[O:26])[O:17][Si:48]([C:51]([CH3:54])([CH3:53])[CH3:52])([CH3:50])[CH3:49])[C:2]1[CH:7]=[CH:6][CH:5]=[CH:4][CH:3]=1. The yield is 0.880. (2) The reactants are [NH2:1][CH2:2][CH2:3][C@@:4]1([C:27]2[CH:32]=[CH:31][C:30]([F:33])=[CH:29][CH:28]=2)[O:9][C:8](=[O:10])[N:7]([C@H:11]([C:13]2[CH:18]=[CH:17][C:16]([C:19]3[CH:24]=[CH:23][C:22]([F:25])=[CH:21][C:20]=3[F:26])=[CH:15][CH:14]=2)[CH3:12])[CH2:6][CH2:5]1.C1C=CC2N(O)N=NC=2C=1.CCN=C=NCCCN(C)C.Cl.CCN(C(C)C)C(C)C.[OH:65][CH2:66][C:67](O)=[O:68]. The catalyst is C(Cl)Cl. The product is [F:26][C:20]1[CH:21]=[C:22]([F:25])[CH:23]=[CH:24][C:19]=1[C:16]1[CH:15]=[CH:14][C:13]([C@@H:11]([N:7]2[CH2:6][CH2:5][C@:4]([CH2:3][CH2:2][NH:1][C:66](=[O:65])[CH2:67][OH:68])([C:27]3[CH:28]=[CH:29][C:30]([F:33])=[CH:31][CH:32]=3)[O:9][C:8]2=[O:10])[CH3:12])=[CH:18][CH:17]=1. The yield is 0.286.